From a dataset of Reaction yield outcomes from USPTO patents with 853,638 reactions. Predict the reaction yield, written as a fraction of the theoretical maximum amount of product (1.0 means a 100% yield; for example, 0.34 means a 34% yield). (1) The reactants are C[O:2][C:3]([C:5]1[C:6]([C:21](OC)=[O:22])=[CH:7][CH:8]=[C:9]2[C:18]=1[CH:17]=[C:16]([O:19]C)[C:15]1[C:10]2=[CH:11][CH:12]=[CH:13][CH:14]=1)=[O:4].[Na+].C(=O)([O-])O. The catalyst is O. The product is [OH:19][C:16]1[C:15]2[C:10]([C:9]3[C:18]([CH:17]=1)=[C:5]1[C:3]([O:2][C:21](=[O:22])[C:6]1=[CH:7][CH:8]=3)=[O:4])=[CH:11][CH:12]=[CH:13][CH:14]=2. The yield is 0.884. (2) The reactants are [F:1][C:2]1[CH:7]=[CH:6][C:5]([C:8]2[N:13]=[C:12]3[CH:14]=[C:15]([CH2:18][OH:19])[N:16]([CH3:17])[C:11]3=[C:10]([C:20]3[CH:25]=[CH:24][C:23]([F:26])=[CH:22][CH:21]=3)[C:9]=2[C:27]2[CH:32]=[CH:31][N:30]=[CH:29][CH:28]=2)=[CH:4][CH:3]=1.CCOC(C)=O. The catalyst is CS(C)=O. The product is [F:1][C:2]1[CH:7]=[CH:6][C:5]([C:8]2[N:13]=[C:12]3[CH:14]=[C:15]([CH:18]=[O:19])[N:16]([CH3:17])[C:11]3=[C:10]([C:20]3[CH:25]=[CH:24][C:23]([F:26])=[CH:22][CH:21]=3)[C:9]=2[C:27]2[CH:28]=[CH:29][N:30]=[CH:31][CH:32]=2)=[CH:4][CH:3]=1. The yield is 0.900. (3) The reactants are C(Cl)C[Cl:3].[NH2:5][C:6]1[N:11]=[CH:10][C:9](/[CH:12]=[CH:13]/[C:14]([OH:16])=O)=[CH:8][CH:7]=1.[CH2:17]([O:19][C:20]1[C:28]([O:29][CH3:30])=[CH:27][CH:26]=[CH:25][C:21]=1[CH2:22]CN)[CH3:18].C1C=CC2N(O)N=[N:37][C:35]=2C=1.CCN(C(C)C)C(C)C.Cl. The catalyst is CN(C=O)C.O.C(Cl)Cl. The product is [ClH:3].[NH2:5][C:6]1[N:11]=[CH:10][C:9](/[CH:12]=[CH:13]/[C:14]([N:37]([CH2:22][C:21]2[CH:25]=[CH:26][CH:27]=[C:28]([O:29][CH3:30])[C:20]=2[O:19][CH2:17][CH3:18])[CH3:35])=[O:16])=[CH:8][CH:7]=1. The yield is 0.460. (4) The reactants are [CH2:1]([C:8]1[S:12][C:11]([C:13]2[CH:18]=[C:17]([F:19])[CH:16]=[CH:15][C:14]=2[F:20])=[N:10][C:9]=1[CH2:21][OH:22])[C:2]1[CH:7]=[CH:6][CH:5]=[CH:4][CH:3]=1.CC(OI1(OC(C)=O)(OC(C)=O)OC(=O)C2C=CC=CC1=2)=O.C([O-])(O)=O.[Na+].[O-]S([O-])(=S)=O.[Na+].[Na+]. The catalyst is ClCCl. The product is [CH2:1]([C:8]1[S:12][C:11]([C:13]2[CH:18]=[C:17]([F:19])[CH:16]=[CH:15][C:14]=2[F:20])=[N:10][C:9]=1[CH:21]=[O:22])[C:2]1[CH:3]=[CH:4][CH:5]=[CH:6][CH:7]=1. The yield is 0.800. (5) The reactants are [Br-].[C:2]([CH2:5][CH2:6][P+](C1C=CC=CC=1)(C1C=CC=CC=1)C1C=CC=CC=1)([OH:4])=[O:3].C[Si]([N-][Si](C)(C)C)(C)C.[Na+].[CH3:36][O:37][C:38]1[CH:39]=[C:40]([CH:43]=[C:44]([O:46][CH3:47])[CH:45]=1)[CH:41]=O. The catalyst is C1COCC1. The product is [CH3:36][O:37][C:38]1[CH:39]=[C:40]([CH:41]=[CH:6][CH2:5][C:2]([OH:4])=[O:3])[CH:43]=[C:44]([O:46][CH3:47])[CH:45]=1. The yield is 0.380. (6) The reactants are [CH2:1]([N:8]=[C:9]1[CH2:14][CH2:13][CH:12]([C:15]2[CH:20]=[CH:19][C:18]([O:21][Si:22]([C:25]([CH3:28])([CH3:27])[CH3:26])([CH3:24])[CH3:23])=[CH:17][C:16]=2[O:29][Si:30]([C:33]([CH3:36])([CH3:35])[CH3:34])([CH3:32])[CH3:31])[CH2:11][CH2:10]1)[C:2]1[CH:7]=[CH:6][CH:5]=[CH:4][CH:3]=1.O1CCCC1.CO.[BH4-].[Na+]. The catalyst is C(OCC)C.[OH-].[Na+]. The product is [CH2:1]([NH:8][C@H:9]1[CH2:10][CH2:11][C@H:12]([C:15]2[CH:20]=[CH:19][C:18]([O:21][Si:22]([C:25]([CH3:27])([CH3:28])[CH3:26])([CH3:23])[CH3:24])=[CH:17][C:16]=2[O:29][Si:30]([C:33]([CH3:36])([CH3:35])[CH3:34])([CH3:31])[CH3:32])[CH2:13][CH2:14]1)[C:2]1[CH:7]=[CH:6][CH:5]=[CH:4][CH:3]=1. The yield is 0.540. (7) The reactants are S(=O)(=O)(O)O.[NH2:6][C:7]1[C:15]([C:16]([F:19])([F:18])[F:17])=[CH:14][C:10]([C:11]([OH:13])=[O:12])=[CH:9][C:8]=1[Cl:20].P([O-])([O-])([O-])=O.[K+].[K+].[K+].[CH3:29]O. No catalyst specified. The product is [NH2:6][C:7]1[C:15]([C:16]([F:17])([F:18])[F:19])=[CH:14][C:10]([C:11]([O:13][CH3:29])=[O:12])=[CH:9][C:8]=1[Cl:20]. The yield is 0.950. (8) The reactants are [CH2:1]([O:8][C:9]1[CH:14]=[CH:13][N:12]([C:15]2[CH:16]=[CH:17][C:18]3[C:19]4[CH2:28][N:27](C(OC(C)(C)C)=O)[CH2:26][CH2:25][C:20]=4[N:21]([CH3:24])[C:22]=3[CH:23]=2)[C:11](=[O:36])[CH:10]=1)[C:2]1[CH:7]=[CH:6][CH:5]=[CH:4][CH:3]=1.[ClH:37]. The catalyst is CO.CCOCC. The product is [ClH:37].[CH2:1]([O:8][C:9]1[CH:14]=[CH:13][N:12]([C:15]2[CH:16]=[CH:17][C:18]3[C:19]4[CH2:28][NH:27][CH2:26][CH2:25][C:20]=4[N:21]([CH3:24])[C:22]=3[CH:23]=2)[C:11](=[O:36])[CH:10]=1)[C:2]1[CH:3]=[CH:4][CH:5]=[CH:6][CH:7]=1. The yield is 0.850. (9) The reactants are [CH3:1][C:2]1[C:6]([CH2:7][N:8]2[CH:12]=[C:11]([N+:13]([O-])=O)[CH:10]=[N:9]2)=[C:5]([CH3:16])[O:4][N:3]=1.[CH3:17][C:18]([O:21][C:22](O[C:22]([O:21][C:18]([CH3:20])([CH3:19])[CH3:17])=[O:23])=[O:23])([CH3:20])[CH3:19].[H][H]. The catalyst is CO.CCO.C1COCC1.[Pd]. The product is [CH3:1][C:2]1[C:6]([CH2:7][N:8]2[CH:12]=[C:11]([NH:13][C:22](=[O:23])[O:21][C:18]([CH3:20])([CH3:19])[CH3:17])[CH:10]=[N:9]2)=[C:5]([CH3:16])[O:4][N:3]=1. The yield is 0.800.